Dataset: NCI-60 drug combinations with 297,098 pairs across 59 cell lines. Task: Regression. Given two drug SMILES strings and cell line genomic features, predict the synergy score measuring deviation from expected non-interaction effect. (1) Drug 1: C1CC(=O)NC(=O)C1N2C(=O)C3=CC=CC=C3C2=O. Drug 2: N.N.Cl[Pt+2]Cl. Cell line: NCI-H522. Synergy scores: CSS=68.3, Synergy_ZIP=0.00876, Synergy_Bliss=0.912, Synergy_Loewe=-13.5, Synergy_HSA=0.192. (2) Drug 1: CCC1=CC2CC(C3=C(CN(C2)C1)C4=CC=CC=C4N3)(C5=C(C=C6C(=C5)C78CCN9C7C(C=CC9)(C(C(C8N6C)(C(=O)OC)O)OC(=O)C)CC)OC)C(=O)OC.C(C(C(=O)O)O)(C(=O)O)O. Drug 2: CN1C(=O)N2C=NC(=C2N=N1)C(=O)N. Cell line: COLO 205. Synergy scores: CSS=39.6, Synergy_ZIP=1.51, Synergy_Bliss=1.09, Synergy_Loewe=-56.7, Synergy_HSA=-2.12. (3) Drug 1: CC12CCC(CC1=CCC3C2CCC4(C3CC=C4C5=CN=CC=C5)C)O. Drug 2: CC1=CC=C(C=C1)C2=CC(=NN2C3=CC=C(C=C3)S(=O)(=O)N)C(F)(F)F. Cell line: SF-268. Synergy scores: CSS=4.99, Synergy_ZIP=-0.534, Synergy_Bliss=8.75, Synergy_Loewe=5.62, Synergy_HSA=6.66. (4) Drug 1: CC(C1=C(C=CC(=C1Cl)F)Cl)OC2=C(N=CC(=C2)C3=CN(N=C3)C4CCNCC4)N. Drug 2: C(CN)CNCCSP(=O)(O)O. Cell line: RXF 393. Synergy scores: CSS=-5.75, Synergy_ZIP=-0.998, Synergy_Bliss=-9.73, Synergy_Loewe=-9.21, Synergy_HSA=-9.49. (5) Drug 1: COC1=C(C=C2C(=C1)N=CN=C2NC3=CC(=C(C=C3)F)Cl)OCCCN4CCOCC4. Drug 2: C1=CC=C(C=C1)NC(=O)CCCCCCC(=O)NO. Cell line: BT-549. Synergy scores: CSS=29.0, Synergy_ZIP=-1.51, Synergy_Bliss=2.66, Synergy_Loewe=2.92, Synergy_HSA=3.24. (6) Drug 1: C1C(C(OC1N2C=NC3=C(N=C(N=C32)Cl)N)CO)O. Drug 2: COC1=C2C(=CC3=C1OC=C3)C=CC(=O)O2. Cell line: BT-549. Synergy scores: CSS=36.2, Synergy_ZIP=-1.89, Synergy_Bliss=-4.87, Synergy_Loewe=-30.6, Synergy_HSA=-3.85. (7) Drug 1: CN(C)C1=NC(=NC(=N1)N(C)C)N(C)C. Drug 2: CC1=C(C(=CC=C1)Cl)NC(=O)C2=CN=C(S2)NC3=CC(=NC(=N3)C)N4CCN(CC4)CCO. Cell line: SR. Synergy scores: CSS=6.16, Synergy_ZIP=5.31, Synergy_Bliss=7.24, Synergy_Loewe=1.45, Synergy_HSA=0.302. (8) Drug 1: CC(C1=C(C=CC(=C1Cl)F)Cl)OC2=C(N=CC(=C2)C3=CN(N=C3)C4CCNCC4)N. Drug 2: CC1C(C(=O)NC(C(=O)N2CCCC2C(=O)N(CC(=O)N(C(C(=O)O1)C(C)C)C)C)C(C)C)NC(=O)C3=C4C(=C(C=C3)C)OC5=C(C(=O)C(=C(C5=N4)C(=O)NC6C(OC(=O)C(N(C(=O)CN(C(=O)C7CCCN7C(=O)C(NC6=O)C(C)C)C)C)C(C)C)C)N)C. Cell line: DU-145. Synergy scores: CSS=8.44, Synergy_ZIP=8.47, Synergy_Bliss=14.2, Synergy_Loewe=11.8, Synergy_HSA=11.6.